Predict the reactants needed to synthesize the given product. From a dataset of Full USPTO retrosynthesis dataset with 1.9M reactions from patents (1976-2016). (1) Given the product [OH:12][CH2:11][C:9]1[N:21]([CH2:18][CH2:19][CH3:20])[C:2]([SH:1])=[N:3][CH:8]=1, predict the reactants needed to synthesize it. The reactants are: [S-:1][C:2]#[N:3].[K+].[CH2:11]1[O:12][C:9](O)([CH2:11][OH:12])[CH2:8]O[C:9]1(O)[CH2:8]O.Cl.[CH2:18]([NH2:21])[CH2:19][CH3:20].C(O)(=O)C. (2) Given the product [Cl:1][C:2]1[CH:7]=[C:6]([N:10]2[CH2:15][CH2:14][O:13][CH2:12][CH2:11]2)[N:5]=[C:4]([NH2:9])[CH:3]=1, predict the reactants needed to synthesize it. The reactants are: [Cl:1][C:2]1[CH:7]=[C:6](Cl)[N:5]=[C:4]([NH2:9])[CH:3]=1.[NH:10]1[CH2:15][CH2:14][O:13][CH2:12][CH2:11]1. (3) The reactants are: [CH3:1][NH:2][CH2:3][CH2:4][N:5]1[C:10](=[O:11])[CH:9]=[CH:8][C:7]([C:12]2[S:13][CH:14]=[C:15]([CH3:17])[CH:16]=2)=[N:6]1.Cl[C:19]1[CH:20]=[CH:21][N:22]=[C:23]2[C:28]=1[N:27]=[CH:26][C:25]([O:29][CH3:30])=[CH:24]2. Given the product [CH3:30][O:29][C:25]1[CH:24]=[C:23]2[C:28]([C:19]([N:2]([CH3:1])[CH2:3][CH2:4][N:5]3[C:10](=[O:11])[CH:9]=[CH:8][C:7]([C:12]4[S:13][CH:14]=[C:15]([CH3:17])[CH:16]=4)=[N:6]3)=[CH:20][CH:21]=[N:22]2)=[N:27][CH:26]=1, predict the reactants needed to synthesize it. (4) Given the product [Br:1][C:2]1[C:6]2[CH:7]([O:14][CH3:15])[NH:8][CH:9]=[C:10]([C:11]([NH2:23])=[O:12])[C:5]=2[N:4]([CH:16]2[CH2:20][CH2:19][CH2:18][CH2:17]2)[CH:3]=1, predict the reactants needed to synthesize it. The reactants are: [Br:1][C:2]1[C:6]2[CH:7]([O:14][CH3:15])[NH:8][CH:9]=[C:10]([C:11](O)=[O:12])[C:5]=2[N:4]([CH:16]2[CH2:20][CH2:19][CH2:18][CH2:17]2)[CH:3]=1.C([N:23](CC)CC)C.CCN=C=NCCCN(C)C.Cl. (5) The reactants are: [CH2:1]([O:3][C:4](=[O:29])[CH2:5][CH2:6][CH2:7][O:8][C:9]1[CH:14]=[CH:13][CH:12]=[C:11]([CH2:15][CH2:16][CH2:17][CH2:18][CH2:19][CH2:20]Br)[C:10]=1[CH2:22][CH2:23][C:24]([O:26][CH2:27][CH3:28])=[O:25])[CH3:2].[C:30]([O:34][C:35]([NH:37][C:38]1[CH:43]=[C:42]([I:44])[CH:41]=[C:40]([I:45])[CH:39]=1)=[O:36])([CH3:33])([CH3:32])[CH3:31].[H-].[Na+]. Given the product [CH2:1]([O:3][C:4](=[O:29])[CH2:5][CH2:6][CH2:7][O:8][C:9]1[CH:14]=[CH:13][CH:12]=[C:11]([CH2:15][CH2:16][CH2:17][CH2:18][CH2:19][CH2:20][N:37]([C:35]([O:34][C:30]([CH3:33])([CH3:32])[CH3:31])=[O:36])[C:38]2[CH:39]=[C:40]([I:45])[CH:41]=[C:42]([I:44])[CH:43]=2)[C:10]=1[CH2:22][CH2:23][C:24]([O:26][CH2:27][CH3:28])=[O:25])[CH3:2], predict the reactants needed to synthesize it. (6) Given the product [Si:1]([O:8][C@H:9]([C@H:13]([CH3:37])/[CH:14]=[CH:15]/[CH2:16][O:17][C:18]([C:25]1[CH:30]=[CH:29][CH:28]=[CH:27][CH:26]=1)([C:31]1[CH:36]=[CH:35][CH:34]=[CH:33][CH:32]=1)[C:19]1[CH:20]=[CH:21][CH:22]=[CH:23][CH:24]=1)[CH2:10][C:11]([N:56]([O:57][CH3:58])[CH3:55])=[O:12])([C:4]([CH3:7])([CH3:6])[CH3:5])([CH3:3])[CH3:2], predict the reactants needed to synthesize it. The reactants are: [Si:1]([O:8][C@H:9]([C@H:13]([CH3:37])/[CH:14]=[CH:15]/[CH2:16][O:17][C:18]([C:31]1[CH:36]=[CH:35][CH:34]=[CH:33][CH:32]=1)([C:25]1[CH:30]=[CH:29][CH:28]=[CH:27][CH:26]=1)[C:19]1[CH:24]=[CH:23][CH:22]=[CH:21][CH:20]=1)[CH2:10][CH2:11][OH:12])([C:4]([CH3:7])([CH3:6])[CH3:5])([CH3:3])[CH3:2].C(N(CC)CC)C.CC(=CC)C.[O-]Cl=O.[Na+].Cl.[CH3:55][NH:56][O:57][CH3:58].C1CCC(N=C=NC2CCCCC2)CC1. (7) Given the product [NH2:1][C:2]1[N:3]=[C:4]([NH:17][CH:18]2[CH2:19][CH2:20][N:21]([C:24](=[O:26])[CH3:25])[CH2:22][CH2:23]2)[CH:5]=[CH:6][C:7]=1[C:8](=[O:9])[C:10]1[CH:15]=[CH:14][CH:13]=[CH:12][C:11]=1[F:16], predict the reactants needed to synthesize it. The reactants are: [NH2:1][C:2]1[C:7]([C:8]([C:10]2[CH:15]=[CH:14][CH:13]=[CH:12][C:11]=2[F:16])=[O:9])=[CH:6][CH:5]=[C:4]([NH:17][CH:18]2[CH2:23][CH2:22][NH:21][CH2:20][CH2:19]2)[N:3]=1.[C:24](Cl)(=[O:26])[CH3:25]. (8) Given the product [CH2:55]([O:54][C:52]([C:47]1[CH:48]=[N:49][N:50]([CH3:51])[C:46]=1[C:43](=[O:45])[NH:44][C:58]1[CH:63]=[CH:62][N:61]2[CH:64]=[C:65]([C:67]3[CH:72]=[CH:71][CH:70]=[CH:69][CH:68]=3)[N:66]=[C:60]2[CH:59]=1)=[O:53])[CH3:56], predict the reactants needed to synthesize it. The reactants are: CC1(C)C2C(=C(P(C3C=CC=CC=3)C3C=CC=CC=3)C=CC=2)OC2C(P(C3C=CC=CC=3)C3C=CC=CC=3)=CC=CC1=2.[C:43]([C:46]1[N:50]([CH3:51])[N:49]=[CH:48][C:47]=1[C:52]([O:54][CH2:55][CH3:56])=[O:53])(=[O:45])[NH2:44].Br[C:58]1[CH:63]=[CH:62][N:61]2[CH:64]=[C:65]([C:67]3[CH:72]=[CH:71][CH:70]=[CH:69][CH:68]=3)[N:66]=[C:60]2[CH:59]=1.C(=O)([O-])[O-].[K+].[K+]. (9) The reactants are: [C:1]1([C:7]2[CH:11]=[C:10]([C:12]3[CH:17]=[CH:16][CH:15]=[CH:14][C:13]=3[OH:18])[NH:9][N:8]=2)[CH:6]=[CH:5][CH:4]=[CH:3][CH:2]=1.[Br:19]C1C=CC(O)=C(C(=O)CC(C2C=CC=CC=2)=O)C=1. Given the product [Br:19][C:16]1[CH:15]=[CH:14][C:13]([OH:18])=[C:12]([C:10]2[NH:9][N:8]=[C:7]([C:1]3[CH:2]=[CH:3][CH:4]=[CH:5][CH:6]=3)[CH:11]=2)[CH:17]=1, predict the reactants needed to synthesize it.